Task: Predict the product of the given reaction.. Dataset: Forward reaction prediction with 1.9M reactions from USPTO patents (1976-2016) Given the reactants [Si]([O:8][CH:9]([C:11]1[N:12]=[CH:13][N:14]([C:16]2[CH:24]=[C:23]3[C:19]([C:20]([CH3:30])([CH3:29])[C:21](=[O:28])[N:22]3[CH:25]3[CH2:27][CH2:26]3)=[CH:18][CH:17]=2)[CH:15]=1)[CH3:10])(C(C)(C)C)(C)C.Cl, predict the reaction product. The product is: [CH:25]1([N:22]2[C:23]3[C:19](=[CH:18][CH:17]=[C:16]([N:14]4[CH:15]=[C:11]([CH:9]([OH:8])[CH3:10])[N:12]=[CH:13]4)[CH:24]=3)[C:20]([CH3:30])([CH3:29])[C:21]2=[O:28])[CH2:26][CH2:27]1.